Dataset: Full USPTO retrosynthesis dataset with 1.9M reactions from patents (1976-2016). Task: Predict the reactants needed to synthesize the given product. (1) Given the product [Br:18][C:19]1[S:23][C:22]2=[C:24]([C:27]3[CH:28]=[N:29][CH:30]=[CH:31][CH:32]=3)[N:25]=[CH:26][N:21]2[C:20]=1[CH2:33][O:34][Si:12]([CH2:15][CH3:16])([CH2:13][CH3:14])[CH2:10][CH3:11], predict the reactants needed to synthesize it. The reactants are: C(N(C(C)C)CC)(C)C.[CH2:10]([Si:12](Cl)([CH2:15][CH3:16])[CH2:13][CH3:14])[CH3:11].[Br:18][C:19]1[S:23][C:22]2=[C:24]([C:27]3[CH:28]=[N:29][CH:30]=[CH:31][CH:32]=3)[N:25]=[CH:26][N:21]2[C:20]=1[CH2:33][OH:34]. (2) Given the product [F:1][C:2]1[CH:7]=[C:6]([F:8])[CH:5]=[CH:4][C:3]=1/[CH:9]=[CH:10]/[C:11]1[CH:16]=[CH:15][C:14]([S:17]([C:20]2[CH:25]=[CH:24][CH:23]=[CH:22][C:21]=2[N:31]2[CH2:32][CH2:33][N:28]([CH3:27])[CH2:29][CH2:30]2)(=[O:19])=[O:18])=[CH:13][N:12]=1, predict the reactants needed to synthesize it. The reactants are: [F:1][C:2]1[CH:7]=[C:6]([F:8])[CH:5]=[CH:4][C:3]=1/[CH:9]=[CH:10]/[C:11]1[CH:16]=[CH:15][C:14]([S:17]([C:20]2[CH:25]=[CH:24][CH:23]=[CH:22][C:21]=2F)(=[O:19])=[O:18])=[CH:13][N:12]=1.[CH3:27][N:28]1[CH2:33][CH2:32][NH:31][CH2:30][CH2:29]1. (3) Given the product [Cl:34][C:31]1[CH:32]=[CH:33][C:28]([C:25]2[CH:24]=[C:23]([C@@H:21]([NH:20][C:16]3[N:15]=[C:14]([N:9]4[C@@H:8]([C@H:6]([OH:5])[CH3:7])[CH2:12][O:11][C:10]4=[O:13])[CH:19]=[CH:18][N:17]=3)[CH3:22])[O:27][N:26]=2)=[CH:29][CH:30]=1.[Cl:34][C:31]1[CH:32]=[CH:33][C:28]([C:25]2[CH:24]=[C:23]([C@H:21]([NH:20][C:16]3[N:15]=[C:14]([N:9]4[C@@H:8]([C@H:6]([OH:5])[CH3:7])[CH2:12][O:11][C:10]4=[O:13])[CH:19]=[CH:18][N:17]=3)[CH3:22])[O:27][N:26]=2)=[CH:29][CH:30]=1, predict the reactants needed to synthesize it. The reactants are: C([O:5][C@@H:6]([C@H:8]1[CH2:12][O:11][C:10](=[O:13])[N:9]1[C:14]1[CH:19]=[CH:18][N:17]=[C:16]([NH:20][CH:21]([C:23]2[O:27][N:26]=[C:25]([C:28]3[CH:33]=[CH:32][C:31]([Cl:34])=[CH:30][CH:29]=3)[CH:24]=2)[CH3:22])[N:15]=1)[CH3:7])(C)(C)C.C(O)(C(F)(F)F)=O.O. (4) Given the product [Cl:20][C:21]1[CH:22]=[C:23]([CH:24]=[CH:25][C:26]=1[Cl:27])[O:28][CH2:2][C:3]1[C:17]([F:18])=[CH:16][C:6]([C:7]([NH:9][S:10]([N:13]([CH3:15])[CH3:14])(=[O:12])=[O:11])=[O:8])=[C:5]([F:19])[CH:4]=1, predict the reactants needed to synthesize it. The reactants are: Br[CH2:2][C:3]1[C:17]([F:18])=[CH:16][C:6]([C:7]([NH:9][S:10]([N:13]([CH3:15])[CH3:14])(=[O:12])=[O:11])=[O:8])=[C:5]([F:19])[CH:4]=1.[Cl:20][C:21]1[CH:22]=[C:23]([OH:28])[CH:24]=[CH:25][C:26]=1[Cl:27].C(=O)([O-])[O-].[K+].[K+].Cl. (5) The reactants are: [Br:1][C:2]1[CH:7]=[CH:6][C:5]([Cl:8])=[CH:4][C:3]=1[F:9].[Li+].CC([N-]C(C)C)C.C1C[O:21]CC1.CCCCCCC.C(C1C=CC=CC=1)C.B(OC)(OC)OC.C(OO)(=O)C. Given the product [Br:1][C:2]1[C:3]([F:9])=[C:4]([OH:21])[C:5]([Cl:8])=[CH:6][CH:7]=1, predict the reactants needed to synthesize it. (6) Given the product [NH2:36][CH2:35][CH2:34][C:28]1([OH:33])[CH2:29][CH2:30][CH2:31][CH2:32][C@@H:27]1[N:19]1[C:20]([C:21]2[CH:22]=[CH:23][CH:24]=[CH:25][CH:26]=2)=[C:16]([C:14]([N:13]2[CH2:12][CH2:11][N:10]([C:44]([O:46][C:47]([CH3:50])([CH3:48])[CH3:49])=[O:45])[CH2:9][C@H:8]2[CH2:1][C:2]2[CH:3]=[CH:4][CH:5]=[CH:6][CH:7]=2)=[O:15])[N:17]=[CH:18]1, predict the reactants needed to synthesize it. The reactants are: [CH2:1]([C@H:8]1[N:13]([C:14]([C:16]2[N:17]=[CH:18][N:19]([C@H:27]3[CH2:32][CH2:31][CH2:30][CH2:29][C:28]3([CH2:34][CH2:35][NH:36]CC3C=CC=CC=3)[OH:33])[C:20]=2[C:21]2[CH:26]=[CH:25][CH:24]=[CH:23][CH:22]=2)=[O:15])[CH2:12][CH2:11][N:10]([C:44]([O:46][C:47]([CH3:50])([CH3:49])[CH3:48])=[O:45])[CH2:9]1)[C:2]1[CH:7]=[CH:6][CH:5]=[CH:4][CH:3]=1. (7) The reactants are: COP([O-])(OC)=O.[C:8]1([I+:14][C:15]2[CH:20]=[CH:19][CH:18]=[CH:17][CH:16]=2)[CH:13]=[CH:12][CH:11]=[CH:10][CH:9]=1.[F:21][C:22]([F:28])([F:27])[S:23]([OH:26])(=[O:25])=[O:24]. Given the product [O-:26][S:23]([C:22]([F:28])([F:27])[F:21])(=[O:25])=[O:24].[C:15]1([I+:14][C:8]2[CH:9]=[CH:10][CH:11]=[CH:12][CH:13]=2)[CH:16]=[CH:17][CH:18]=[CH:19][CH:20]=1, predict the reactants needed to synthesize it. (8) Given the product [F:27][C:28]1[CH:35]=[CH:34][C:31]([CH2:32][N:14]2[C:15]3[C:11](=[CH:10][C:9]([OH:8])=[CH:17][CH:16]=3)[C:12]([CH:18]3[CH2:19][CH2:20][N:21]([CH3:24])[CH2:22][CH2:23]3)=[CH:13]2)=[CH:30][CH:29]=1, predict the reactants needed to synthesize it. The reactants are: [Si]([O:8][C:9]1[CH:10]=[C:11]2[C:15](=[CH:16][CH:17]=1)[NH:14][CH:13]=[C:12]2[CH:18]1[CH2:23][CH2:22][N:21]([CH3:24])[CH2:20][CH2:19]1)(C(C)(C)C)(C)C.[H-].[K+].[F:27][C:28]1[CH:35]=[CH:34][C:31]([CH2:32]Br)=[CH:30][CH:29]=1.ClCCl. (9) The reactants are: [Br:1][C:2]1[CH:7]=[CH:6][C:5]([C:8]2([C:13]([OH:15])=[O:14])[CH2:12][CH2:11][CH2:10][CH2:9]2)=[CH:4][CH:3]=1.C(O)(=O)C.C(O)(=O)C.IC1C=CC=CC=1.C(N[C@H](C(O)=O)C(C)C)(OC(C)(C)C)=O.C([O-])(=O)C.[K+]. Given the product [Br:1][C:2]1[CH:3]=[CH:4][C:5]2[C:8]3([C:13](=[O:15])[O:14][C:6]=2[CH:7]=1)[CH2:12][CH2:11][CH2:10][CH2:9]3, predict the reactants needed to synthesize it.